Task: Predict the reaction yield, written as a fraction of the theoretical maximum amount of product (1.0 means a 100% yield; for example, 0.34 means a 34% yield).. Dataset: Reaction yield outcomes from USPTO patents with 853,638 reactions (1) The reactants are NC1C=CN=CC=1.[Cl:8]C1C=CC([N+]([O-])=O)=CC=1C(Cl)=O.Cl.O1CCOCC1.[N:28]1[CH:33]=[CH:32][C:31]([NH:34][C:35]([C:37]2[CH:42]=[C:41]([N+:43]([O-:45])=[O:44])[CH:40]=[CH:39][C:38]=2[Cl:46])=[O:36])=[CH:30][CH:29]=1. The catalyst is O1CCOCC1.CCOCC.CC(N(C)C)=O. The product is [ClH:8].[N:28]1[CH:33]=[CH:32][C:31]([NH:34][C:35]([C:37]2[CH:42]=[C:41]([N+:43]([O-:45])=[O:44])[CH:40]=[CH:39][C:38]=2[Cl:46])=[O:36])=[CH:30][CH:29]=1. The yield is 0.980. (2) The reactants are C([O:3][C:4]([C:6]1[CH:7]=[N:8][N:9]([C@H:15]2[CH2:20][CH2:19][C@H:18]([OH:21])[CH2:17][CH2:16]2)[C:10]=1[C:11]([F:14])([F:13])[F:12])=[O:5])C.[OH-].[Li+].O. The catalyst is CO. The product is [OH:21][C@H:18]1[CH2:19][CH2:20][C@H:15]([N:9]2[C:10]([C:11]([F:12])([F:13])[F:14])=[C:6]([C:4]([OH:5])=[O:3])[CH:7]=[N:8]2)[CH2:16][CH2:17]1. The yield is 0.630. (3) The reactants are [CH3:1][O:2][C:3]1[CH:4]=[C:5]2[C:10](=[CH:11][C:12]=1[O:13][CH3:14])[N:9]=[CH:8][N:7]=[C:6]2[O:15][C:16]1[CH:22]=[CH:21][C:19]([NH2:20])=[CH:18][CH:17]=1.C(N(CC)CC)C.ClC(Cl)(O[C:34](=[O:40])OC(Cl)(Cl)Cl)Cl.Cl.[NH2:43][C:44]1[S:45][C:46]([CH3:50])=[C:47]([CH3:49])[N:48]=1. The catalyst is C(Cl)(Cl)Cl.O. The product is [CH3:1][O:2][C:3]1[CH:4]=[C:5]2[C:10](=[CH:11][C:12]=1[O:13][CH3:14])[N:9]=[CH:8][N:7]=[C:6]2[O:15][C:16]1[CH:22]=[CH:21][C:19]([NH:20][C:34]([NH:43][C:44]2[S:45][C:46]([CH3:50])=[C:47]([CH3:49])[N:48]=2)=[O:40])=[CH:18][CH:17]=1. The yield is 0.420. (4) The reactants are [CH3:1][C:2]1([CH2:8][OH:9])[CH2:7][CH2:6][O:5][CH2:4][CH2:3]1.CC(OI1(OC(C)=O)(OC(C)=O)OC(=O)C2C=CC=CC1=2)=O. The catalyst is ClCCl. The product is [CH3:1][C:2]1([CH:8]=[O:9])[CH2:7][CH2:6][O:5][CH2:4][CH2:3]1. The yield is 0.680. (5) The reactants are CO[N:3]1[C:13]2=[C:14]3[C:9](=[CH:10][CH:11]=[CH:12]2)[CH2:8][CH2:7][CH:6]([C:15]2[CH:20]=[CH:19][CH:18]=[CH:17][CH:16]=2)[N:5]3[C:4]1=[O:21].C(O)C.C(O)(=O)C. No catalyst specified. The product is [C:15]1([CH:6]2[CH2:7][CH2:8][C:9]3[C:14]4=[C:13]([NH:3][C:4](=[O:21])[N:5]24)[CH:12]=[CH:11][CH:10]=3)[CH:16]=[CH:17][CH:18]=[CH:19][CH:20]=1. The yield is 0.850. (6) The yield is 0.280. The reactants are F[B-](F)(F)F.[CH3:6][O+](C)C.[OH:10][C:11]1[CH:20]=[CH:19][C:18]2[CH:17]([C:21]([O:23][CH2:24][CH3:25])=[O:22])[N:16]([C:26]([O:28][C:29]([CH3:32])([CH3:31])[CH3:30])=[O:27])[CH2:15][CH2:14][C:13]=2[N:12]=1.C(=O)([O-])O.[Na+]. The product is [CH3:6][O:10][C:11]1[CH:20]=[CH:19][C:18]2[CH:17]([C:21]([O:23][CH2:24][CH3:25])=[O:22])[N:16]([C:26]([O:28][C:29]([CH3:31])([CH3:30])[CH3:32])=[O:27])[CH2:15][CH2:14][C:13]=2[N:12]=1. The catalyst is C(#N)C. (7) The reactants are [CH3:1][O:2][C:3](=[O:20])[C:4]1[CH:9]=[C:8]([NH2:10])[C:7]([NH2:11])=[C:6]([F:12])[C:5]=1[NH:13][C:14]1[CH:19]=[CH:18][CH:17]=[CH:16][CH:15]=1.Cl.[CH3:22][C:23](=O)CC(=O)C.C([O-])(O)=O.[Na+]. The catalyst is C(O)C. The product is [CH3:1][O:2][C:3]([C:4]1[C:5]([NH:13][C:14]2[CH:15]=[CH:16][CH:17]=[CH:18][CH:19]=2)=[C:6]([F:12])[C:7]2[N:11]=[C:22]([CH3:23])[NH:10][C:8]=2[CH:9]=1)=[O:20]. The yield is 0.910.